This data is from Forward reaction prediction with 1.9M reactions from USPTO patents (1976-2016). The task is: Predict the product of the given reaction. (1) Given the reactants Cl.[Cl:2][C:3]1[CH:4]=[C:5]2[C:9](=[CH:10][CH:11]=1)[NH:8][CH:7]=[C:6]2[CH2:12][CH2:13][NH2:14].C1CN([P+](ON2N=NC3C=CC=CC2=3)(N2CCCC2)N2CCCC2)CC1.F[P-](F)(F)(F)(F)F.[CH2:48]([C:50]1[CH:51]=[C:52]([N:56]2[CH2:60][CH2:59][CH:58]([C:61](O)=[O:62])[C:57]2=[O:64])[CH:53]=[CH:54][CH:55]=1)[CH3:49], predict the reaction product. The product is: [Cl:2][C:3]1[CH:4]=[C:5]2[C:9](=[CH:10][CH:11]=1)[NH:8][CH:7]=[C:6]2[CH2:12][CH2:13][NH:14][C:61]([CH:58]1[CH2:59][CH2:60][N:56]([C:52]2[CH:53]=[CH:54][CH:55]=[C:50]([CH2:48][CH3:49])[CH:51]=2)[C:57]1=[O:64])=[O:62]. (2) Given the reactants FC(F)(F)S(O[C:7]1[C:8]([CH2:24][C:25]2[CH:30]=[CH:29][CH:28]=[CH:27][CH:26]=2)=[C:9]2[C:14](=[CH:15][CH:16]=1)[N:13]([CH3:17])[C:12](=[O:18])[N:11]([CH2:19][CH2:20][CH2:21][OH:22])[C:10]2=[O:23])(=O)=O.[F:33][C:34]([F:46])([F:45])[O:35][C:36]1[CH:37]=[C:38](B(O)O)[CH:39]=[CH:40][CH:41]=1.C([O-])([O-])=O.[K+].[K+], predict the reaction product. The product is: [CH2:24]([C:8]1[C:7]([C:38]2[CH:39]=[CH:40][CH:41]=[C:36]([O:35][C:34]([F:33])([F:45])[F:46])[CH:37]=2)=[CH:16][CH:15]=[C:14]2[C:9]=1[C:10](=[O:23])[N:11]([CH2:19][CH2:20][CH2:21][OH:22])[C:12](=[O:18])[N:13]2[CH3:17])[C:25]1[CH:26]=[CH:27][CH:28]=[CH:29][CH:30]=1. (3) Given the reactants Cl.C([O:4][CH:5](OCC)[C:6]1[N:10]=[C:9]([C:11]2[N:15]([CH3:16])[N:14]=[CH:13][CH:12]=2)[N:8]([CH3:17])[N:7]=1)C.C(=O)([O-])[O-].[K+].[K+], predict the reaction product. The product is: [CH3:17][N:8]1[C:9]([C:11]2[N:15]([CH3:16])[N:14]=[CH:13][CH:12]=2)=[N:10][C:6]([CH:5]=[O:4])=[N:7]1. (4) Given the reactants [Cl:1][C:2]([Cl:7])([Cl:6])[C:3](Cl)=[O:4].[CH3:8][O:9][C:10]1[CH:15]=[CH:14][CH:13]=[CH:12][C:11]=1[C:16]1[CH:21]=[CH:20][C:19]([C:22]([N:24]2[C:30]3[CH:31]=[CH:32][CH:33]=[CH:34][C:29]=3[CH2:28][N:27]3[CH:35]=[CH:36][CH:37]=[C:26]3[CH2:25]2)=[O:23])=[CH:18][CH:17]=1.C(N(CC)C(C)C)(C)C, predict the reaction product. The product is: [Cl:1][C:2]([Cl:7])([Cl:6])[C:3]([C:35]1[N:27]2[C:26]([CH2:25][N:24]([C:22]([C:19]3[CH:20]=[CH:21][C:16]([C:11]4[CH:12]=[CH:13][CH:14]=[CH:15][C:10]=4[O:9][CH3:8])=[CH:17][CH:18]=3)=[O:23])[C:30]3[CH:31]=[CH:32][CH:33]=[CH:34][C:29]=3[CH2:28]2)=[CH:37][CH:36]=1)=[O:4]. (5) Given the reactants [CH:1]1[C:10]2[C:5](=[CH:6][CH:7]=[CH:8][CH:9]=2)[CH:4]=[CH:3][C:2]=1[S:11]([NH:14][CH:15]1[CH:20]2[CH:16]1[CH2:17][N:18]([C:21]1[N:26]=[CH:25][C:24]([C:27]([O:29][CH2:30][CH3:31])=[O:28])=[CH:23][N:22]=1)[CH2:19]2)(=[O:13])=[O:12].C1(P(C2C=CC=CC=2)C2C=CC=CC=2)C=CC=CC=1.O[CH2:52][CH2:53][N:54]1[CH:58]=[CH:57][N:56]=[C:55]1[CH3:59].CC(OC(/N=N/C(OC(C)C)=O)=O)C, predict the reaction product. The product is: [CH3:59][C:55]1[N:54]([CH2:53][CH2:52][N:14]([S:11]([C:2]2[CH:3]=[CH:4][C:5]3[C:10](=[CH:9][CH:8]=[CH:7][CH:6]=3)[CH:1]=2)(=[O:13])=[O:12])[CH:15]2[CH:16]3[CH:20]2[CH2:19][N:18]([C:21]2[N:26]=[CH:25][C:24]([C:27]([O:29][CH2:30][CH3:31])=[O:28])=[CH:23][N:22]=2)[CH2:17]3)[CH:58]=[CH:57][N:56]=1. (6) Given the reactants [Cl:1][C:2]1[CH:3]=[C:4](OCC)[C:5]2[N:6]([C:8]([C:11]3[CH:15]=[CH:14][S:13][CH:12]=3)=[CH:9][N:10]=2)[N:7]=1.[NH2:19][C:20]1[CH:25]=[CH:24][CH:23]=[CH:22][CH:21]=1.[Li+].C[Si]([N-][Si](C)(C)C)(C)C, predict the reaction product. The product is: [Cl:1][C:2]1[CH:3]=[C:4]([NH:19][C:20]2[CH:25]=[CH:24][CH:23]=[CH:22][CH:21]=2)[C:5]2[N:6]([C:8]([C:11]3[CH:15]=[CH:14][S:13][CH:12]=3)=[CH:9][N:10]=2)[N:7]=1.